This data is from Forward reaction prediction with 1.9M reactions from USPTO patents (1976-2016). The task is: Predict the product of the given reaction. (1) The product is: [CH3:20][O:19][CH2:18][O:17][C:14]1[CH:13]=[CH:12][C:11]([C:10]([NH:9][CH2:8][C@H:5]2[CH2:6][CH2:7][C@@H:2]([O:1][C:27]3[CH:28]=[CH:29][C:24]([O:23][CH3:22])=[CH:25][CH:26]=3)[CH2:3][CH2:4]2)=[O:21])=[CH:16][CH:15]=1. Given the reactants [OH:1][C@H:2]1[CH2:7][CH2:6][C@H:5]([CH2:8][NH:9][C:10](=[O:21])[C:11]2[CH:16]=[CH:15][C:14]([O:17][CH2:18][O:19][CH3:20])=[CH:13][CH:12]=2)[CH2:4][CH2:3]1.[CH3:22][O:23][C:24]1[CH:29]=[CH:28][C:27](O)=[CH:26][CH:25]=1.C(C=P(CCCC)(CCCC)CCCC)#N, predict the reaction product. (2) Given the reactants [F:1][CH:2]([F:13])[CH:3]1[CH2:8][CH2:7][CH:6]([C:9]([O:11][CH3:12])=[O:10])[CH2:5][CH2:4]1.N#N.C([N-]C(C)C)(C)C.[Li+].[Br:24][C:25]1[CH:30]=[CH:29][C:28]([CH2:31]Br)=[C:27]([I:33])[CH:26]=1, predict the reaction product. The product is: [Br:24][C:25]1[CH:30]=[CH:29][C:28]([CH2:31][C:6]2([C:9]([O:11][CH3:12])=[O:10])[CH2:5][CH2:4][CH:3]([CH:2]([F:13])[F:1])[CH2:8][CH2:7]2)=[C:27]([I:33])[CH:26]=1. (3) The product is: [CH2:25]([N:27]([CH2:41][CH2:42][C:43]1[CH:47]=[CH:46][N:45]([C:2]2[CH:7]=[CH:6][C:5]([F:8])=[CH:4][CH:3]=2)[N:44]=1)[C:28](=[O:40])[C:29]1[CH:34]=[CH:33][CH:32]=[CH:31][C:30]=1[N:35]1[N:39]=[CH:38][CH:37]=[N:36]1)[CH3:26]. Given the reactants Br[C:2]1[CH:7]=[CH:6][C:5]([F:8])=[CH:4][CH:3]=1.CN[C@@H]1CCCC[C@H]1NC.C(=O)([O-])[O-].[Cs+].[Cs+].[CH2:25]([N:27]([CH2:41][CH2:42][C:43]1[CH:47]=[CH:46][NH:45][N:44]=1)[C:28](=[O:40])[C:29]1[CH:34]=[CH:33][CH:32]=[CH:31][C:30]=1[N:35]1[N:39]=[CH:38][CH:37]=[N:36]1)[CH3:26], predict the reaction product. (4) Given the reactants [F:1][C:2]([F:11])([F:10])[C:3]1[N:8]=[C:7]([NH2:9])[CH:6]=[CH:5][CH:4]=1.Br[CH2:13][C:14]1[CH:23]=[CH:22][C:17]([C:18]([O:20][CH3:21])=[O:19])=[CH:16][CH:15]=1.CCN(C(C)C)C(C)C.O, predict the reaction product. The product is: [F:11][C:2]([F:1])([F:10])[C:3]1[N:8]=[C:7]([NH:9][CH2:13][C:14]2[CH:23]=[CH:22][C:17]([C:18]([O:20][CH3:21])=[O:19])=[CH:16][CH:15]=2)[CH:6]=[CH:5][CH:4]=1. (5) Given the reactants [CH2:1]([N:8]1[C:12]2=[C:13]([N:19]3[CH2:28][CH2:27][C:26]4[C:21](=[CH:22][CH:23]=[CH:24][CH:25]=4)[CH2:20]3)[N:14]=[C:15]([C:17]#[N:18])[CH:16]=[C:11]2[C:10]([CH3:29])=[C:9]1[CH3:30])[C:2]1[CH:7]=[CH:6][CH:5]=[CH:4][CH:3]=1.[OH-:31].[K+], predict the reaction product. The product is: [CH2:1]([N:8]1[C:12]2=[C:13]([N:19]3[CH2:28][CH2:27][C:26]4[C:21](=[CH:22][CH:23]=[CH:24][CH:25]=4)[CH2:20]3)[N:14]=[C:15]([C:17]([NH2:18])=[O:31])[CH:16]=[C:11]2[C:10]([CH3:29])=[C:9]1[CH3:30])[C:2]1[CH:3]=[CH:4][CH:5]=[CH:6][CH:7]=1. (6) The product is: [OH:1][C:2]1[CH:11]=[CH:10][C:9]2[C:4](=[CH:5][CH:6]=[C:7]([C:12]3[CH:17]=[CH:16][CH:15]=[C:14]([OH:18])[CH:13]=3)[CH:8]=2)[C:3]=1[C:19]1[CH:20]=[C:21]([CH:25]=[CH:26][CH:27]=1)[C:22]([NH:32][C:33]1[S:34][CH:35]=[CH:36][N:37]=1)=[O:23]. Given the reactants [OH:1][C:2]1[CH:11]=[CH:10][C:9]2[C:4](=[CH:5][CH:6]=[C:7]([C:12]3[CH:17]=[CH:16][CH:15]=[C:14]([OH:18])[CH:13]=3)[CH:8]=2)[C:3]=1[C:19]1[CH:20]=[C:21]([CH:25]=[CH:26][CH:27]=1)[C:22](O)=[O:23].S(Cl)(Cl)=O.[NH2:32][C:33]1[S:34][CH:35]=[CH:36][N:37]=1, predict the reaction product.